From a dataset of Catalyst prediction with 721,799 reactions and 888 catalyst types from USPTO. Predict which catalyst facilitates the given reaction. (1) Reactant: [NH2:1][C:2]1[CH:3]=[C:4]([C@@H:9]2[CH2:13][NH:12][C:11](=[O:14])[CH2:10]2)[CH:5]=[CH:6][C:7]=1[Cl:8].Br[C:16]1[CH:25]=[CH:24][CH:23]=[CH:22][C:17]=1[C:18]([O:20][CH3:21])=[O:19].C1(P(C2CCCCC2)C2C=CC=CC=2C2C(C(C)C)=CC(C(C)C)=CC=2C(C)C)CCCCC1.C(=O)([O-])[O-].[K+].[K+]. Product: [O:14]=[C:11]1[NH:12][CH2:13][C@@H:9]([C:4]2[CH:5]=[CH:6][C:7]([Cl:8])=[C:2]([NH:1][C:16]3[CH:25]=[CH:24][CH:23]=[CH:22][C:17]=3[C:18]([O:20][CH3:21])=[O:19])[CH:3]=2)[CH2:10]1. The catalyst class is: 584. (2) Reactant: Cl[C:2]1[CH:7]=[CH:6][C:5]([C:8]2[CH:13]=[CH:12][CH:11]=[CH:10][CH:9]=2)=[CH:4][N:3]=1.NC(N)=[S:16]. Product: [C:8]1([C:5]2[CH:6]=[CH:7][C:2]([SH:16])=[N:3][CH:4]=2)[CH:13]=[CH:12][CH:11]=[CH:10][CH:9]=1. The catalyst class is: 37. (3) Reactant: [ClH:1].[NH2:2][C@@H:3]1[CH2:5][C@H:4]1[C:6]1[CH:11]=[CH:10][C:9]([NH:12][C:13]([C:15]2[CH:20]=[CH:19][C:18]([C:21]3[CH:26]=[CH:25][CH:24]=[CH:23][CH:22]=3)=[CH:17][CH:16]=2)=[O:14])=[CH:8][CH:7]=1.[CH:27]1([CH:30]=O)[CH2:29][CH2:28]1.C(=O)([O-])O.[Na+].[BH4-].[Na+]. Product: [ClH:1].[CH:27]1([CH2:30][NH:2][C@@H:3]2[CH2:5][C@H:4]2[C:6]2[CH:7]=[CH:8][C:9]([NH:12][C:13]([C:15]3[CH:20]=[CH:19][C:18]([C:21]4[CH:26]=[CH:25][CH:24]=[CH:23][CH:22]=4)=[CH:17][CH:16]=3)=[O:14])=[CH:10][CH:11]=2)[CH2:29][CH2:28]1. The catalyst class is: 92. (4) Reactant: [C:1]([O:10]C)(=O)[C:2]1[C:3](=[CH:5][CH:6]=[CH:7][CH:8]=1)[SH:4].[C:12]([C:14]1[CH:19]=[CH:18][CH:17]=[C:16]([S:20][CH2:21][CH2:22][CH3:23])[N:15]=1)#[N:13].C(N(CC)CC)C. Product: [CH2:21]([S:20][C:16]1[N:15]=[C:14]([C:12]2[S:4][C:3]3[CH:5]=[CH:6][CH:7]=[CH:8][C:2]=3[C:1](=[O:10])[N:13]=2)[CH:19]=[CH:18][CH:17]=1)[CH2:22][CH3:23]. The catalyst class is: 11. (5) Reactant: [NH2:1][C:2]([CH3:11])([CH3:10])[C:3]([O:5][C:6]([CH3:9])([CH3:8])[CH3:7])=[O:4].[C:12]([C:14]1[CH:21]=[CH:20][C:17]([CH2:18]Br)=[C:16]([F:22])[CH:15]=1)#[N:13].C([O-])(O)=O.[Na+].O. Product: [C:12]([C:14]1[CH:21]=[CH:20][C:17]([CH2:18][NH:1][C:2]([CH3:11])([CH3:10])[C:3]([O:5][C:6]([CH3:9])([CH3:8])[CH3:7])=[O:4])=[C:16]([F:22])[CH:15]=1)#[N:13]. The catalyst class is: 3.